From a dataset of Forward reaction prediction with 1.9M reactions from USPTO patents (1976-2016). Predict the product of the given reaction. (1) Given the reactants Br[C:2]1[CH:7]=[CH:6][C:5]([C:8]2[O:9][C:10]([CH3:23])=[C:11]([CH2:13][CH2:14][N:15]3[CH2:19][CH2:18][CH2:17][C@H:16]3[CH2:20][O:21][CH3:22])[N:12]=2)=[CH:4][CH:3]=1.[CH3:24][S:25]([C:28]1[CH:33]=[CH:32][C:31](B(O)O)=[CH:30][CH:29]=1)(=[O:27])=[O:26], predict the reaction product. The product is: [CH3:24][S:25]([C:28]1[CH:33]=[CH:32][C:31]([C:2]2[CH:7]=[CH:6][C:5]([C:8]3[O:9][C:10]([CH3:23])=[C:11]([CH2:13][CH2:14][N:15]4[CH2:19][CH2:18][CH2:17][C@H:16]4[CH2:20][O:21][CH3:22])[N:12]=3)=[CH:4][CH:3]=2)=[CH:30][CH:29]=1)(=[O:27])=[O:26]. (2) The product is: [N:10]1[N:9]2[CH2:11][CH2:12][CH2:13][C:8]2=[CH:7][C:6]=1[CH:4]=[O:5]. Given the reactants CON(C)[C:4]([C:6]1[CH:7]=[C:8]2[CH2:13][CH2:12][CH2:11][N:9]2[N:10]=1)=[O:5].[H-].[Al+3].[Li+].[H-].[H-].[H-], predict the reaction product. (3) Given the reactants [CH3:1][O:2][C:3](=[O:13])[C:4]1[CH:9]=[C:8]([O:10][CH3:11])[N:7]=[C:6](Cl)[CH:5]=1.[Br-].[CH3:15][CH2:16][CH:17]([Zn+])[CH2:18][CH3:19].O, predict the reaction product. The product is: [CH3:1][O:2][C:3](=[O:13])[C:4]1[CH:9]=[C:8]([O:10][CH3:11])[N:7]=[C:6]([CH:17]([CH2:18][CH3:19])[CH2:16][CH3:15])[CH:5]=1. (4) Given the reactants [CH3:1][O:2][C:3]1[CH:8]=[CH:7][C:6]([OH:9])=[CH:5][CH:4]=1.[Cl-].[Cl-].[Mg+2].C(N(CC)CC)C.[CH2:20]=[O:21].Cl, predict the reaction product. The product is: [OH:9][C:6]1[CH:7]=[CH:8][C:3]([O:2][CH3:1])=[CH:4][C:5]=1[CH:20]=[O:21]. (5) Given the reactants [F:1][C:2]([F:9])([F:8])[CH2:3][O:4][CH2:5][CH2:6][OH:7].[S:10](Cl)([C:13]1[CH:19]=[CH:18][C:16]([CH3:17])=[CH:15][CH:14]=1)(=[O:12])=[O:11].O, predict the reaction product. The product is: [CH3:17][C:16]1[CH:18]=[CH:19][C:13]([S:10]([O:7][CH2:6][CH2:5][O:4][CH2:3][C:2]([F:9])([F:8])[F:1])(=[O:12])=[O:11])=[CH:14][CH:15]=1. (6) Given the reactants [NH2:1][C:2]([CH3:10])([CH2:6][CH:7]([CH3:9])[CH3:8])[C:3]([OH:5])=[O:4].C([O-])([O-])=O.[K+].[K+].[O:17](C(OC(C)(C)C)=O)[C:18]([O:20][C:21]([CH3:24])([CH3:23])[CH3:22])=O, predict the reaction product. The product is: [C:21]([O:20][C:18]([NH:1][C:2]([CH3:10])([CH2:6][CH:7]([CH3:9])[CH3:8])[C:3]([OH:5])=[O:4])=[O:17])([CH3:24])([CH3:23])[CH3:22].